Dataset: Catalyst prediction with 721,799 reactions and 888 catalyst types from USPTO. Task: Predict which catalyst facilitates the given reaction. (1) The catalyst class is: 255. Product: [CH3:16][N:1]1[CH:5]=[N:4][N:3]([C:6]2[CH:11]=[CH:10][CH:9]=[CH:8][C:7]=2[OH:12])[NH:2]1. Reactant: [N:1]1[CH:5]=[N:4][N:3]([C:6]2[CH:11]=[CH:10][CH:9]=[CH:8][C:7]=2[OH:12])[N:2]=1.[OH-].[Na+].I[CH3:16]. (2) Reactant: [CH2:1]([C:3]1[CH:10]=[C:9]([OH:11])[CH:8]=[C:7]([CH2:12][CH3:13])[C:4]=1[CH:5]=[O:6])[CH3:2].C(=O)([O-])[O-].[Cs+].[Cs+].IC.[CH3:22][CH2:23]OCC. Product: [CH2:22]([O:11][C:9]1[CH:8]=[C:7]([CH2:12][CH3:13])[C:4]([CH:5]=[O:6])=[C:3]([CH2:1][CH3:2])[CH:10]=1)[CH3:23]. The catalyst class is: 9. (3) Reactant: Cl[C:2]1[C:3]([NH:13][CH:14]2[CH2:19][CH2:18][NH:17][CH2:16][CH2:15]2)=[CH:4][C:5]([O:11][CH3:12])=[C:6]([CH:10]=1)[C:7]([NH2:9])=[O:8].[C:20](N1CCC(=O)CC1)(=[O:27])[C:21]1[CH:26]=[CH:25][CH:24]=[CH:23][CH:22]=1.C(O)(=O)C.C([BH3-])#N.[Na+].[OH-].[Na+]. Product: [C:20]([N:17]1[CH2:18][CH2:19][CH:14]([NH:13][C:3]2[CH:2]=[CH:10][C:6]([C:7]([NH2:9])=[O:8])=[C:5]([O:11][CH3:12])[CH:4]=2)[CH2:15][CH2:16]1)(=[O:27])[C:21]1[CH:26]=[CH:25][CH:24]=[CH:23][CH:22]=1. The catalyst class is: 5. (4) Reactant: [CH2:1]([N:3]1[CH2:8][C:7]([CH3:10])([CH3:9])[O:6][C:5](=[O:11])[CH:4]1[CH2:12][C:13]([OH:15])=O)[CH3:2].C(N(C(C)C)CC)(C)C.CN(C(ON1N=NC2C=CC=NC1=2)=[N+](C)C)C.F[P-](F)(F)(F)(F)F.[CH3:49][C:50]1[C:54]([NH2:55])=[C:53]([CH3:56])[O:52][N:51]=1. Product: [CH3:49][C:50]1[C:54]([NH:55][C:13](=[O:15])[CH2:12][CH:4]2[C:5](=[O:11])[O:6][C:7]([CH3:9])([CH3:10])[CH2:8][N:3]2[CH2:1][CH3:2])=[C:53]([CH3:56])[O:52][N:51]=1. The catalyst class is: 3.